Dataset: NCI-60 drug combinations with 297,098 pairs across 59 cell lines. Task: Regression. Given two drug SMILES strings and cell line genomic features, predict the synergy score measuring deviation from expected non-interaction effect. Drug 1: CC1C(C(CC(O1)OC2CC(CC3=C2C(=C4C(=C3O)C(=O)C5=C(C4=O)C(=CC=C5)OC)O)(C(=O)CO)O)N)O.Cl. Drug 2: CC12CCC3C(C1CCC2=O)CC(=C)C4=CC(=O)C=CC34C. Cell line: HL-60(TB). Synergy scores: CSS=39.2, Synergy_ZIP=1.08, Synergy_Bliss=-2.65, Synergy_Loewe=-5.19, Synergy_HSA=-3.94.